From a dataset of Full USPTO retrosynthesis dataset with 1.9M reactions from patents (1976-2016). Predict the reactants needed to synthesize the given product. (1) Given the product [CH2:1]([C@@H:8]1[CH2:12][O:11][C:10](=[O:13])[N:9]1[C:14]([C@@H:15]([CH2:16][CH:17]([CH3:19])[CH3:18])[CH2:20][N:21]([O:22][CH2:23][C:24]1[CH:29]=[CH:28][CH:27]=[CH:26][CH:25]=1)[C:42](=[O:43])[O:44][C:45]([CH3:48])([CH3:47])[CH3:46])=[O:30])[C:2]1[CH:3]=[CH:4][CH:5]=[CH:6][CH:7]=1, predict the reactants needed to synthesize it. The reactants are: [CH2:1]([CH:8]1[CH2:12][O:11][C:10](=[O:13])[N:9]1[C:14](=[O:30])[CH:15]([CH2:20][NH:21][O:22][CH2:23][C:24]1[CH:29]=[CH:28][CH:27]=[CH:26][CH:25]=1)[CH2:16][CH:17]([CH3:19])[CH3:18])[C:2]1[CH:7]=[CH:6][CH:5]=[CH:4][CH:3]=1.C(C(C(O)=O)C(O)=O)C(C)C.[C:42](O[C:42]([O:44][C:45]([CH3:48])([CH3:47])[CH3:46])=[O:43])([O:44][C:45]([CH3:48])([CH3:47])[CH3:46])=[O:43].C(N(CC)CC)C.Cl. (2) Given the product [Cl:13][C:10]1[CH:9]=[CH:8][C:7]([CH2:6][CH:5]([N:14]2[CH2:26][CH2:25][CH2:24][CH2:23]2)[C:3]([O:2][CH2:1][CH3:16])=[O:4])=[CH:12][CH:11]=1, predict the reactants needed to synthesize it. The reactants are: [CH3:1][O:2][C:3]([CH:5]([NH2:14])[CH2:6][C:7]1[CH:12]=[CH:11][C:10]([Cl:13])=[CH:9][CH:8]=1)=[O:4].Cl.[C:16](=O)([O-])[O-].[Na+].[Na+].Br[CH2:23][CH2:24][CH2:25][CH2:26]Br. (3) Given the product [Cl:19][C:20]1[CH:29]=[CH:28][CH:27]=[CH:22][C:21]=1[C:6]1[C:5]2[O:18][CH:2]([CH2:3][OH:31])[CH2:1][C:4]=2[CH:9]=[CH:8][C:7]=1[F:10], predict the reactants needed to synthesize it. The reactants are: [CH2:1]([C:4]1[CH:9]=[CH:8][C:7]([F:10])=[C:6](C2C=CC=CC=2C)[C:5]=1[OH:18])[CH:2]=[CH2:3].[Cl:19][C:20]1[CH:21]=[C:22]([CH:27]=[CH:28][CH:29]=1)C(OO)=O.C(=O)([O-])[O-:31].[K+].[K+].ClC1C2OC(CO)CC=2C(C(F)(F)F)=CC=1. (4) Given the product [Cl:1][C:2]1[C:23]([Cl:24])=[CH:22][C:5]2[O:6][C@@H:7]([CH2:10][N:29]3[C:25](=[O:35])[C:26]4[C:27](=[CH:31][CH:32]=[CH:33][CH:34]=4)[C:28]3=[O:30])[CH2:8][O:9][C:4]=2[CH:3]=1, predict the reactants needed to synthesize it. The reactants are: [Cl:1][C:2]1[C:23]([Cl:24])=[CH:22][C:5]2[O:6][C@H:7]([CH2:10]OS(C3C=CC(C)=CC=3)(=O)=O)[CH2:8][O:9][C:4]=2[CH:3]=1.[C:25]1(=[O:35])[NH:29][C:28](=[O:30])[C:27]2=[CH:31][CH:32]=[CH:33][CH:34]=[C:26]12.[K].O. (5) Given the product [CH3:24][N:20]1[CH:21]=[CH:22][CH:23]=[C:19]1[C:17]1[CH:16]=[C:3]2[C:2]([CH:1]3[CH2:7][CH:4]2[CH2:5][CH2:6]3)=[N:27][N:26]=1, predict the reactants needed to synthesize it. The reactants are: [CH:1]12[CH2:7][CH:4]([CH2:5][CH2:6]1)[C:3](=O)[C:2]2=O.COP([CH2:16][C:17]([C:19]1[N:20]([CH3:24])[CH:21]=[CH:22][CH:23]=1)=O)(=O)OC.O.[NH2:26][NH2:27]. (6) Given the product [CH2:31]([CH:30]([C:27]1[CH:28]=[CH:29][C:24]([CH2:23][O:22][C:19]2[CH:20]=[CH:21][C:16]([C:14]3[N:15]=[C:11]([CH2:10][OH:9])[S:12][CH:13]=3)=[CH:17][CH:18]=2)=[CH:25][CH:26]=1)[CH2:34][CH2:35][CH3:36])[CH2:32][CH3:33], predict the reactants needed to synthesize it. The reactants are: C([O:9][CH2:10][C:11]1[S:12][CH:13]=[C:14]([C:16]2[CH:21]=[CH:20][C:19]([O:22][CH2:23][C:24]3[CH:29]=[CH:28][C:27]([CH:30]([CH2:34][CH2:35][CH3:36])[CH2:31][CH2:32][CH3:33])=[CH:26][CH:25]=3)=[CH:18][CH:17]=2)[N:15]=1)(=O)C1C=CC=CC=1.CO.[OH-].[Na+]. (7) Given the product [F:16][C:17]([F:30])([F:29])[O:18][C:19]1[CH:24]=[CH:23][CH:22]=[CH:21][C:20]=1[S:25]([N:9]1[CH2:8][CH2:7][C:6]2([C:4](=[O:5])[N:41]([C:38]3[CH:39]=[N:40][C:35]([O:34][CH:33]([CH3:42])[C:32]([F:44])([F:31])[F:43])=[CH:36][CH:37]=3)[CH2:13][CH2:12]2)[CH2:11][CH2:10]1)(=[O:27])=[O:26], predict the reactants needed to synthesize it. The reactants are: C(O[C:4]([C:6]1([CH2:12][CH2:13]OC)[CH2:11][CH2:10][NH:9][CH2:8][CH2:7]1)=[O:5])C.[F:16][C:17]([F:30])([F:29])[O:18][C:19]1[CH:24]=[CH:23][CH:22]=[CH:21][C:20]=1[S:25](Cl)(=[O:27])=[O:26].[F:31][C:32]([F:44])([F:43])[CH:33]([CH3:42])[O:34][C:35]1[N:40]=[CH:39][C:38]([NH2:41])=[CH:37][CH:36]=1. (8) Given the product [OH:15][N:16]=[C:6]([C:7]#[N:8])[C:5]1[CH:9]=[CH:10][C:11]([S:12][CH3:13])=[C:3]([S:2][CH3:1])[CH:4]=1, predict the reactants needed to synthesize it. The reactants are: [CH3:1][S:2][C:3]1[CH:4]=[C:5]([CH:9]=[CH:10][C:11]=1[S:12][CH3:13])[CH2:6][C:7]#[N:8].C[O:15][N:16]=O. (9) Given the product [CH2:15]([O:14][CH2:13][C@H:9]([NH:8][S:33]([C:26]1[C:27]2[C:32](=[CH:31][CH:30]=[CH:29][CH:28]=2)[C:23]([CH3:22])=[CH:24][CH:25]=1)(=[O:35])=[O:34])[C:10]([OH:12])=[O:11])[C:16]1[CH:21]=[CH:20][CH:19]=[CH:18][CH:17]=1, predict the reactants needed to synthesize it. The reactants are: FC(F)(F)C(O)=O.[NH2:8][C@@H:9]([CH2:13][O:14][CH2:15][C:16]1[CH:21]=[CH:20][CH:19]=[CH:18][CH:17]=1)[C:10]([OH:12])=[O:11].[CH3:22][C:23]1[C:32]2[C:27](=[CH:28][CH:29]=[CH:30][CH:31]=2)[C:26]([S:33](Cl)(=[O:35])=[O:34])=[CH:25][CH:24]=1. (10) Given the product [C:1]([O:7][CH2:8][N:9]1[C:13]2[N:14]=[N:15][CH:16]=[C:17]([C:18]3[CH:19]=[N:20][N:21]([C:24]4([CH2:25][C:26]#[N:31])[CH2:23][CH2:33][CH2:32]4)[CH:22]=3)[C:12]=2[CH:11]=[CH:10]1)(=[O:6])[C:2]([CH3:5])([CH3:4])[CH3:3], predict the reactants needed to synthesize it. The reactants are: [C:1]([O:7][CH2:8][N:9]1[C:13]2[N:14]=[N:15][CH:16]=[C:17]([C:18]3[CH:19]=[N:20][NH:21][CH:22]=3)[C:12]=2[CH:11]=[CH:10]1)(=[O:6])[C:2]([CH3:5])([CH3:4])[CH3:3].[CH2:23]1[CH2:33][CH2:32][N:31]2[C:26](=NCCC2)[CH2:25][CH2:24]1.